Predict the product of the given reaction. From a dataset of Forward reaction prediction with 1.9M reactions from USPTO patents (1976-2016). (1) The product is: [CH3:1][C:2]1([CH3:36])[C:6](=[O:7])[N:5]([C:8]2[CH:13]=[CH:12][C:11]([C:14]([CH3:19])([CH3:20])[C:15]([OH:17])=[O:16])=[CH:10][CH:9]=2)[C:4](=[O:21])[N:3]1[CH2:22][C:23]1[CH:28]=[CH:27][N:26]=[C:25]([NH:29][C:30]2[CH:31]=[N:32][CH:33]=[CH:34][CH:35]=2)[CH:24]=1. Given the reactants [CH3:1][C:2]1([CH3:36])[C:6](=[O:7])[N:5]([C:8]2[CH:13]=[CH:12][C:11]([C:14]([CH3:20])([CH3:19])[C:15]([O:17]C)=[O:16])=[CH:10][CH:9]=2)[C:4](=[O:21])[N:3]1[CH2:22][C:23]1[CH:28]=[CH:27][N:26]=[C:25]([NH:29][C:30]2[CH:31]=[N:32][CH:33]=[CH:34][CH:35]=2)[CH:24]=1.[OH-].[K+].Cl, predict the reaction product. (2) Given the reactants [C:1]([O:5][C:6]([N:8]1[CH2:13][CH2:12][C:11]2[NH:14][N:15]=[C:16]([C:17]3[CH:22]=[CH:21][C:20]([C:23]([F:26])([F:25])[F:24])=[CH:19][CH:18]=3)[C:10]=2[CH2:9]1)=[O:7])([CH3:4])([CH3:3])[CH3:2].[C:27]([O:31][CH3:32])(=[O:30])[CH:28]=[CH2:29].C(O[Na])(C)(C)C, predict the reaction product. The product is: [C:1]([O:5][C:6]([N:8]1[CH2:13][CH2:12][C:11]2[N:14]([CH2:29][CH2:28][C:27]([O:31][CH3:32])=[O:30])[N:15]=[C:16]([C:17]3[CH:18]=[CH:19][C:20]([C:23]([F:24])([F:25])[F:26])=[CH:21][CH:22]=3)[C:10]=2[CH2:9]1)=[O:7])([CH3:4])([CH3:2])[CH3:3]. (3) Given the reactants [C:1]([O:5][C:6](=[O:20])[C:7]([CH3:19])([S:9][C:10]1[CH:18]=[CH:17][C:13]([C:14]([OH:16])=[O:15])=[CH:12][CH:11]=1)[CH3:8])([CH3:4])([CH3:3])[CH3:2].[F:21][C:22]([F:39])([F:38])[O:23][C:24]1[CH:37]=[CH:36][C:27]([CH2:28][N:29]2[CH:33]=[C:32]([CH2:34]O)[N:31]=[N:30]2)=[CH:26][CH:25]=1.C1(N=C=NC2CCCCC2)CCCCC1, predict the reaction product. The product is: [C:1]([O:5][C:6](=[O:20])[C:7]([CH3:8])([S:9][C:10]1[CH:11]=[CH:12][C:13]([C:14]([O:16][CH2:34][C:32]2[N:31]=[N:30][N:29]([CH2:28][C:27]3[CH:26]=[CH:25][C:24]([O:23][C:22]([F:38])([F:21])[F:39])=[CH:37][CH:36]=3)[CH:33]=2)=[O:15])=[CH:17][CH:18]=1)[CH3:19])([CH3:2])([CH3:3])[CH3:4]. (4) Given the reactants [Br:1][C:2]1[CH:3]=[C:4]([N:8]2[CH2:15][C@@H:14]([CH3:16])[CH2:13][C@H:9]2[C:10]([OH:12])=O)[CH:5]=[CH:6][CH:7]=1.C1CN([P+](O[N:34]2N=[N:41][C:36]3C=CC=C[C:35]2=3)(N2CCCC2)N2CCCC2)CC1.F[P-](F)(F)(F)(F)F.Cl.NCC#N.C(N(CC)CC)C.C([O-])(O)=O.[Na+], predict the reaction product. The product is: [Br:1][C:2]1[CH:3]=[C:4]([N:8]2[CH2:15][C@@H:14]([CH3:16])[CH2:13][C@H:9]2[C:10]([NH:41][CH2:36][C:35]#[N:34])=[O:12])[CH:5]=[CH:6][CH:7]=1. (5) Given the reactants C1([O:7][C:8](=O)[NH:9][C:10]2[CH:15]=[CH:14][C:13]([O:16][C:17]3[C:26]4[C:21](=[CH:22][C:23]([O:30][CH3:31])=[C:24]([C:27](=[O:29])[NH2:28])[CH:25]=4)[N:20]=[CH:19][CH:18]=3)=[CH:12][C:11]=2[CH3:32])C=CC=CC=1.CS(C)=O.[CH2:38]([NH2:40])[CH3:39].O1CCCC1, predict the reaction product. The product is: [C:27]([C:24]1[CH:25]=[C:26]2[C:21](=[CH:22][C:23]=1[O:30][CH3:31])[N:20]=[CH:19][CH:18]=[C:17]2[O:16][C:13]1[CH:14]=[CH:15][C:10]([NH:9][C:8]([NH:40][CH2:38][CH3:39])=[O:7])=[C:11]([CH3:32])[CH:12]=1)(=[O:29])[NH2:28]. (6) The product is: [NH2:7][C:8]1[CH:9]=[CH:10][C:11]([C:24]2[N:32]=[C:31]3[C:27]([N:28]=[CH:29][N:30]3[CH:33]3[CH2:34][CH2:35][N:36]([C:39]([O:41][C:42]([CH3:45])([CH3:44])[CH3:43])=[O:40])[CH2:37][CH2:38]3)=[C:26]([C:46]3[CH2:47][CH2:48][O:49][CH2:50][CH:51]=3)[N:25]=2)=[CH:12][CH:13]=1. Given the reactants C([O-])([O-])=O.[Na+].[Na+].[NH2:7][C:8]1[CH:13]=[CH:12][C:11](B2OC(C)(C)C(C)(C)O2)=[CH:10][CH:9]=1.Cl[C:24]1[N:32]=[C:31]2[C:27]([N:28]=[CH:29][N:30]2[CH:33]2[CH2:38][CH2:37][N:36]([C:39]([O:41][C:42]([CH3:45])([CH3:44])[CH3:43])=[O:40])[CH2:35][CH2:34]2)=[C:26]([C:46]2[CH2:47][CH2:48][O:49][CH2:50][CH:51]=2)[N:25]=1, predict the reaction product. (7) Given the reactants CC([O-])(C)C.[K+].[C:7]([O:11][C:12]([N:14]1[CH2:19][CH2:18][CH:17]([CH2:20][CH2:21][O:22]S(C)(=O)=O)[CH2:16][CH2:15]1)=[O:13])([CH3:10])([CH3:9])[CH3:8].[O:27]1[C:35]2[CH:34]=[CH:33][N:32]=[CH:31][C:30]=2[CH:29]=[C:28]1[CH2:36]O, predict the reaction product. The product is: [C:7]([O:11][C:12]([N:14]1[CH2:19][CH2:18][CH:17]([CH2:20][CH2:21][O:22][CH2:36][C:28]2[O:27][C:35]3[CH:34]=[CH:33][N:32]=[CH:31][C:30]=3[CH:29]=2)[CH2:16][CH2:15]1)=[O:13])([CH3:10])([CH3:9])[CH3:8]. (8) Given the reactants [Br:1]N1C(=O)CCC1=O.[F:9][C:10]([F:19])([F:18])[C:11]1[CH:12]=[CH:13][C:14]([NH2:17])=[N:15][CH:16]=1.S([O-])([O-])(=O)=S.[Na+].[Na+].C(=O)([O-])O.[Na+], predict the reaction product. The product is: [Br:1][C:13]1[C:14]([NH2:17])=[N:15][CH:16]=[C:11]([C:10]([F:9])([F:18])[F:19])[CH:12]=1. (9) Given the reactants [Cl:1][C:2]1[CH:7]=[CH:6][CH:5]=[CH:4][C:3]=1[C:8]1[N:12]=[C:11]([CH2:13][O:14][C:15]2[N:20]=[CH:19][C:18]([CH:21]3[CH2:26][CH2:25][N:24](C(OC(C)(C)C)=O)[CH2:23][CH:22]3[O:34][CH2:35][C:36]3[CH:45]=[CH:44][C:43]4[C:38](=[CH:39][CH:40]=[CH:41][CH:42]=4)[CH:37]=3)=[CH:17][N:16]=2)[O:10][N:9]=1, predict the reaction product. The product is: [Cl:1][C:2]1[CH:7]=[CH:6][CH:5]=[CH:4][C:3]=1[C:8]1[N:12]=[C:11]([CH2:13][O:14][C:15]2[N:20]=[CH:19][C:18]([CH:21]3[CH2:26][CH2:25][NH:24][CH2:23][CH:22]3[O:34][CH2:35][C:36]3[CH:45]=[CH:44][C:43]4[C:38](=[CH:39][CH:40]=[CH:41][CH:42]=4)[CH:37]=3)=[CH:17][N:16]=2)[O:10][N:9]=1. (10) Given the reactants [C:1]([O-])(=O)[CH3:2].[Na+].C(O)C.[C:9]1([CH2:15][CH:16]=[O:17])[CH:14]=[CH:13][CH:12]=[CH:11][CH:10]=1.C(=O)C, predict the reaction product. The product is: [C:9]1([C:15](=[CH:1][CH3:2])[CH:16]=[O:17])[CH:14]=[CH:13][CH:12]=[CH:11][CH:10]=1.